The task is: Predict the reactants needed to synthesize the given product.. This data is from Full USPTO retrosynthesis dataset with 1.9M reactions from patents (1976-2016). (1) Given the product [F:13][C:2]([F:1])([C:7]1[CH:12]=[CH:11][CH:10]=[CH:9][N:8]=1)[CH2:3][NH2:4], predict the reactants needed to synthesize it. The reactants are: [F:1][C:2]([F:13])([C:7]1[CH:12]=[CH:11][CH:10]=[CH:9][N:8]=1)[CH2:3][N:4]=[N+]=[N-].[N-]=[N+]=[N-]. (2) Given the product [OH:8][CH2:9][CH:10]1[N:15]2[C:16](=[O:22])[CH:17]=[C:18]([OH:21])[C:19]([OH:20])=[C:14]2[C:13](=[O:23])[N:12]([CH2:24][C:25]2[CH:26]=[CH:27][C:28]([F:31])=[CH:29][CH:30]=2)[CH2:11]1, predict the reactants needed to synthesize it. The reactants are: C([O:8][CH2:9][CH:10]1[N:15]2[C:16](=[O:22])[CH:17]=[C:18]([OH:21])[C:19]([OH:20])=[C:14]2[C:13](=[O:23])[N:12]([CH2:24][C:25]2[CH:30]=[CH:29][C:28]([F:31])=[CH:27][CH:26]=2)[CH2:11]1)C1C=CC=CC=1. (3) The reactants are: [C:1]1([C:7]2[CH:8]=[CH:9][C:10]3[NH:11][C:12]4[C:17]([C:18]=3[CH:19]=2)=[CH:16][C:15]([C:20]2[CH:25]=[CH:24][CH:23]=[CH:22][CH:21]=2)=[CH:14][CH:13]=4)[CH:6]=[CH:5][CH:4]=[CH:3][CH:2]=1.[H-].[Na+].[Cl:28][C:29]1[N:34]=[C:33](Cl)[N:32]=[C:31]([C:36]2[CH:41]=[CH:40][CH:39]=[CH:38][CH:37]=2)[N:30]=1. Given the product [Cl:28][C:29]1[N:30]=[C:31]([C:36]2[CH:41]=[CH:40][CH:39]=[CH:38][CH:37]=2)[N:32]=[C:33]([N:11]2[C:12]3[CH:13]=[CH:14][C:15]([C:20]4[CH:21]=[CH:22][CH:23]=[CH:24][CH:25]=4)=[CH:16][C:17]=3[C:18]3[C:10]2=[CH:9][CH:8]=[C:7]([C:1]2[CH:6]=[CH:5][CH:4]=[CH:3][CH:2]=2)[CH:19]=3)[N:34]=1, predict the reactants needed to synthesize it.